Dataset: Full USPTO retrosynthesis dataset with 1.9M reactions from patents (1976-2016). Task: Predict the reactants needed to synthesize the given product. (1) Given the product [Cl:36][C:37]1[C:38]([NH:52][S:53]([CH2:56][CH2:57][CH3:58])(=[O:55])=[O:54])=[CH:39][CH:40]=[CH:41][C:42]=1[C:2]1[N:3]=[C:4]([CH:33]2[CH2:35][CH2:34]2)[N:5]([CH2:25][O:26][CH2:27][CH2:28][Si:29]([CH3:32])([CH3:31])[CH3:30])[C:6]=1[C:7]1[CH:12]=[CH:11][N:10]=[C:9]([NH:13][CH2:14][C@@H:15]([NH:17][C:18](=[O:24])[O:19][C:20]([CH3:23])([CH3:22])[CH3:21])[CH3:16])[N:8]=1, predict the reactants needed to synthesize it. The reactants are: Br[C:2]1[N:3]=[C:4]([CH:33]2[CH2:35][CH2:34]2)[N:5]([CH2:25][O:26][CH2:27][CH2:28][Si:29]([CH3:32])([CH3:31])[CH3:30])[C:6]=1[C:7]1[CH:12]=[CH:11][N:10]=[C:9]([NH:13][CH2:14][C@@H:15]([NH:17][C:18](=[O:24])[O:19][C:20]([CH3:23])([CH3:22])[CH3:21])[CH3:16])[N:8]=1.[Cl:36][C:37]1[C:42](B2OC(C)(C)C(C)(C)O2)=[CH:41][CH:40]=[CH:39][C:38]=1[NH:52][S:53]([CH2:56][CH2:57][CH3:58])(=[O:55])=[O:54].C([O-])([O-])=O.[Na+].[Na+]. (2) Given the product [C:1]([C:4]1[NH:5][C:6]2[C:11]([C:12]=1[S:13]([N:16]1[CH2:21][CH2:20][O:19][C@H:18]([CH2:22][O:23][C:24]3[CH:29]=[CH:28][CH:27]=[CH:26][CH:25]=3)[CH2:17]1)(=[O:15])=[O:14])=[CH:10][C:9]([Cl:30])=[CH:8][C:7]=2[NH:31][CH2:32][CH2:33][C:34]([OH:36])=[O:35])(=[O:3])[NH2:2], predict the reactants needed to synthesize it. The reactants are: [C:1]([C:4]1[NH:5][C:6]2[C:11]([C:12]=1[S:13]([N:16]1[CH2:21][CH2:20][O:19][C@H:18]([CH2:22][O:23][C:24]3[CH:29]=[CH:28][CH:27]=[CH:26][CH:25]=3)[CH2:17]1)(=[O:15])=[O:14])=[CH:10][C:9]([Cl:30])=[CH:8][C:7]=2[NH:31][CH2:32][CH2:33][C:34]([O:36]CC)=[O:35])(=[O:3])[NH2:2].[OH-].[Na+]. (3) Given the product [CH3:17][C:15]1[S:14][C:5]2[NH:6][C:7]3[CH:13]=[CH:12][CH:11]=[CH:10][C:8]=3[N:9]=[C:3]([N:2]3[CH2:33][CH2:34][NH:29][CH2:30][CH2:31]3)[C:4]=2[CH:16]=1, predict the reactants needed to synthesize it. The reactants are: Cl.[NH2:2][C:3]1[C:4]2[CH:16]=[C:15]([CH3:17])[S:14][C:5]=2[NH:6][C:7]2[CH:13]=[CH:12][CH:11]=[CH:10][C:8]=2[N:9]=1.CS(C)=O.C1(C)C=CC=CC=1.[NH:29]1[CH2:34][CH2:33]N[CH2:31][CH2:30]1. (4) Given the product [Cl:1][C:2]1[C:7]([Cl:8])=[CH:6][CH:5]=[CH:4][C:3]=1[C:9]1[CH:10]=[C:11]2[C:16]3=[C:17]([C@H:19]4[CH2:24][NH:23][CH2:22][CH2:21][C@H:20]4[N:15]3[CH2:14][CH2:13][CH2:12]2)[CH:18]=1, predict the reactants needed to synthesize it. The reactants are: [Cl:1][C:2]1[C:7]([Cl:8])=[CH:6][CH:5]=[CH:4][C:3]=1[C:9]1[CH:10]=[C:11]2[C:16]3=[C:17]([C@H:19]4[CH2:24][N:23](C(OC(C)(C)C)=O)[CH2:22][CH2:21][C@H:20]4[N:15]3[CH2:14][CH2:13][CH2:12]2)[CH:18]=1.[OH-].[Na+].